From a dataset of NCI-60 drug combinations with 297,098 pairs across 59 cell lines. Regression. Given two drug SMILES strings and cell line genomic features, predict the synergy score measuring deviation from expected non-interaction effect. (1) Drug 2: C1=CC(=C(C=C1I)F)NC2=C(C=CC(=C2F)F)C(=O)NOCC(CO)O. Synergy scores: CSS=16.4, Synergy_ZIP=1.79, Synergy_Bliss=5.00, Synergy_Loewe=6.20, Synergy_HSA=10.9. Cell line: NCI-H460. Drug 1: CS(=O)(=O)CCNCC1=CC=C(O1)C2=CC3=C(C=C2)N=CN=C3NC4=CC(=C(C=C4)OCC5=CC(=CC=C5)F)Cl. (2) Drug 1: CNC(=O)C1=NC=CC(=C1)OC2=CC=C(C=C2)NC(=O)NC3=CC(=C(C=C3)Cl)C(F)(F)F. Drug 2: C1C(C(OC1N2C=NC3=C2NC=NCC3O)CO)O. Cell line: 786-0. Synergy scores: CSS=3.44, Synergy_ZIP=5.25, Synergy_Bliss=2.75, Synergy_Loewe=0.611, Synergy_HSA=0.546. (3) Drug 1: CN1CCC(CC1)COC2=C(C=C3C(=C2)N=CN=C3NC4=C(C=C(C=C4)Br)F)OC. Drug 2: CC12CCC(CC1=CCC3C2CCC4(C3CC=C4C5=CN=CC=C5)C)O. Cell line: NCI-H522. Synergy scores: CSS=24.5, Synergy_ZIP=-6.82, Synergy_Bliss=3.90, Synergy_Loewe=-2.78, Synergy_HSA=3.56.